Dataset: CYP1A2 inhibition data for predicting drug metabolism from PubChem BioAssay. Task: Regression/Classification. Given a drug SMILES string, predict its absorption, distribution, metabolism, or excretion properties. Task type varies by dataset: regression for continuous measurements (e.g., permeability, clearance, half-life) or binary classification for categorical outcomes (e.g., BBB penetration, CYP inhibition). Dataset: cyp1a2_veith. (1) The drug is COc1ccc(O[C@H]2C=C[C@@H](c3ccccc3)O[C@H]2COC(=O)CC/C(C)=N\O[C@@H](C)CN2CCCCc3nc(C)c(C)cc32)cc1. The result is 0 (non-inhibitor). (2) The result is 1 (inhibitor). The drug is Fc1ccc(NC(=S)NCCc2ccccc2)c(F)c1F. (3) The drug is CCCCN(CC)C(=O)Cc1ccccc1OC. The result is 1 (inhibitor). (4) The compound is CCCCCn1c(SCc2ccncc2)nc2cc(C(=O)NCc3ccco3)ccc2c1=O. The result is 1 (inhibitor). (5) The drug is Cc1cccc(-n2nnc(C(=O)NCc3ccco3)c2N)c1. The result is 1 (inhibitor). (6) The molecule is CCN1C(=O)[C@H]2CC[C@H]3/C(=N\OC[C@@H](O)[C@H]4O[C@H]5OC(C)(C)O[C@H]5[C@@H]4O)C[C@@H](O)[C@@H](O)[C@@H]3[C@@H]2C1=O. The result is 0 (non-inhibitor). (7) The drug is Cc1noc(C)c1C(=O)N1CCC[C@@]2(CCN(Cc3cc(C(F)(F)F)cc(C(F)(F)F)c3)C2)C1. The result is 0 (non-inhibitor). (8) The molecule is C/C(CCN1CCCCc2nc(C)c(C)cc21)=N\O[C@@H](C)c1cc(-c2c(C)cc(C)cc2C)no1. The result is 0 (non-inhibitor). (9) The compound is COc1ccc(-c2nnc(-c3ccc(OCC(C)C)cc3)o2)cc1. The result is 0 (non-inhibitor).